This data is from Reaction yield outcomes from USPTO patents with 853,638 reactions. The task is: Predict the reaction yield, written as a fraction of the theoretical maximum amount of product (1.0 means a 100% yield; for example, 0.34 means a 34% yield). (1) The reactants are [Cl:1][C:2]1[N:7]=[CH:6][C:5]2[CH:8]=[N:9][N:10]([C:11]3[CH:16]=[CH:15][CH:14]=[C:13](F)[N:12]=3)[C:4]=2[CH:3]=1.[C:18]([N:25]1[CH2:30][CH2:29][NH:28][CH2:27][CH2:26]1)([O:20][C:21]([CH3:24])([CH3:23])[CH3:22])=[O:19]. The catalyst is CS(C)=O. The product is [Cl:1][C:2]1[N:7]=[CH:6][C:5]2[CH:8]=[N:9][N:10]([C:11]3[N:12]=[C:13]([N:28]4[CH2:27][CH2:26][N:25]([C:18]([O:20][C:21]([CH3:24])([CH3:23])[CH3:22])=[O:19])[CH2:30][CH2:29]4)[CH:14]=[CH:15][CH:16]=3)[C:4]=2[CH:3]=1. The yield is 0.660. (2) The reactants are [Br:1][C:2]1[CH:7]=[CH:6][C:5]([C:8](=O)[CH2:9][C:10](=O)[C:11]([F:14])([F:13])[F:12])=[CH:4][CH:3]=1.[NH2:17][C:18]1[C:22]([C:23]2[CH:28]=[CH:27][N:26]=[CH:25][CH:24]=2)=[CH:21][NH:20][N:19]=1. No catalyst specified. The product is [Br:1][C:2]1[CH:7]=[CH:6][C:5]([C:8]2[CH:9]=[C:10]([C:11]([F:14])([F:13])[F:12])[N:19]3[N:20]=[CH:21][C:22]([C:23]4[CH:28]=[CH:27][N:26]=[CH:25][CH:24]=4)=[C:18]3[N:17]=2)=[CH:4][CH:3]=1. The yield is 0.380. (3) The reactants are C1C=CC(P(C2C=CC=CC=2)C2C=CC=CC=2)=CC=1.CCN(CC)CC.C(Cl)(Cl)(Cl)Cl.[NH:32]=[C:33]([NH:35][NH:36][C:37]([C:39]1[C:44]([NH:45][C:46]2[CH:51]=[CH:50][C:49]([Br:52])=[CH:48][C:47]=2[F:53])=[C:43]([F:54])[C:42](=[O:55])[N:41]([CH3:56])[CH:40]=1)=O)[CH3:34]. The catalyst is C(Cl)Cl.C(OCC)(=O)C. The product is [Br:52][C:49]1[CH:50]=[CH:51][C:46]([NH:45][C:44]2[C:39]([C:37]3[NH:32][C:33]([CH3:34])=[N:35][N:36]=3)=[CH:40][N:41]([CH3:56])[C:42](=[O:55])[C:43]=2[F:54])=[C:47]([F:53])[CH:48]=1. The yield is 0.500. (4) The reactants are [F:1][C:2]([F:16])([F:15])[O:3][C:4]1[CH:12]=[C:11]([CH:13]=[CH2:14])[CH:10]=[CH:9][C:5]=1[C:6]([OH:8])=[O:7].Br[CH:18]([C:23]1[CH:28]=[C:27]([Cl:29])[C:26]([F:30])=[C:25]([Cl:31])[CH:24]=1)[C:19]([F:22])([F:21])[F:20].N1C=CC=CC=1C1C=CC=CN=1. The catalyst is CN1CCCC1.O.[Cu]Cl. The product is [Cl:29][C:27]1[CH:28]=[C:23]([CH:18]([C:19]([F:22])([F:21])[F:20])/[CH:14]=[CH:13]/[C:11]2[CH:10]=[CH:9][C:5]([C:6]([OH:8])=[O:7])=[C:4]([O:3][C:2]([F:15])([F:16])[F:1])[CH:12]=2)[CH:24]=[C:25]([Cl:31])[C:26]=1[F:30]. The yield is 0.210.